Dataset: Reaction yield outcomes from USPTO patents with 853,638 reactions. Task: Predict the reaction yield, written as a fraction of the theoretical maximum amount of product (1.0 means a 100% yield; for example, 0.34 means a 34% yield). (1) The reactants are [CH2:1]([O:8][C:9]1[CH:14]=[C:13]([O:15][CH2:16][C:17]2[CH:22]=[CH:21][CH:20]=[CH:19][CH:18]=2)[C:12]([F:23])=[CH:11][C:10]=1[CH:24]1[CH2:29][CH2:28][NH:27][CH2:26][CH2:25]1)[C:2]1[CH:7]=[CH:6][CH:5]=[CH:4][CH:3]=1.C[N:31]([CH3:34])[CH2:32][CH3:33].[OH2:35]. The catalyst is O1CCCC1. The product is [C:32]1([NH:31][C:34]([N:27]2[CH2:26][CH2:25][CH:24]([C:10]3[CH:11]=[C:12]([F:23])[C:13]([O:15][CH2:16][C:17]4[CH:18]=[CH:19][CH:20]=[CH:21][CH:22]=4)=[CH:14][C:9]=3[O:8][CH2:1][C:2]3[CH:7]=[CH:6][CH:5]=[CH:4][CH:3]=3)[CH2:29][CH2:28]2)=[O:35])[CH:4]=[CH:3][CH:2]=[CH:1][CH:33]=1. The yield is 0.890. (2) The reactants are [CH3:1][NH:2][CH2:3][CH2:4][CH2:5][NH2:6].[S:7](N)(N)(=[O:9])=[O:8]. No catalyst specified. The product is [CH3:1][N:2]1[CH2:3][CH2:4][CH2:5][NH:6][S:7]1(=[O:9])=[O:8]. The yield is 0.700. (3) The reactants are C(OC(=O)[NH:7][C@H:8]([C:12](=[O:17])[NH:13][O:14][CH2:15][CH3:16])[CH:9]([CH3:11])[CH3:10])(C)(C)C.S(=O)(=O)(O)O. The catalyst is CO.O1CCOCC1. The product is [NH2:7][C@@H:8]([CH:9]([CH3:10])[CH3:11])[C:12]([NH:13][O:14][CH2:15][CH3:16])=[O:17]. The yield is 0.640. (4) The reactants are [S:1]([NH2:5])([NH2:4])(=[O:3])=[O:2].N12CCCN=C1CCCCC2.O1CCOCC1.N[C:24]([C:36]1[CH:37]=[N:38][C:39]([Cl:42])=[CH:40][CH:41]=1)([CH3:35])[C:25]([C:27]1[CH:32]=[CH:31][C:30]([Cl:33])=[C:29]([F:34])[CH:28]=1)=O. The catalyst is C(OCC)(=O)C. The product is [Cl:42][C:39]1[CH:40]=[CH:41][C:36]([C:24]2([CH3:35])[C:25]([C:27]3[CH:32]=[CH:31][C:30]([Cl:33])=[C:29]([F:34])[CH:28]=3)=[N:5][S:1](=[O:3])(=[O:2])[NH:4]2)=[CH:37][N:38]=1. The yield is 0.800. (5) The reactants are [N+:1]([C:4]1[CH:16]=[CH:15][CH:14]=[CH:13][C:5]=1[CH2:6][C:7]1[NH:8][C:9](=[O:12])[NH:10][CH:11]=1)([O-])=O. The catalyst is CO.[Pd]. The product is [NH2:1][C:4]1[CH:16]=[CH:15][CH:14]=[CH:13][C:5]=1[CH2:6][C:7]1[NH:8][C:9](=[O:12])[NH:10][CH:11]=1. The yield is 0.980. (6) The reactants are Cl[C:2]1[CH:9]=[CH:8][C:5]([CH:6]=[O:7])=[CH:4][N:3]=1.[Br:10][C:11]1[CH:16]=[CH:15][C:14]([OH:17])=[CH:13][C:12]=1[CH2:18][OH:19].C([O-])([O-])=O.[K+].[K+]. The catalyst is CN(C=O)C. The product is [Br:10][C:11]1[CH:16]=[CH:15][C:14]([O:17][C:2]2[CH:9]=[CH:8][C:5]([CH:6]=[O:7])=[CH:4][N:3]=2)=[CH:13][C:12]=1[CH2:18][OH:19]. The yield is 0.683. (7) The reactants are [C:1](Cl)(=[O:4])[CH:2]=[CH2:3].[NH:6]1[C:14]2[C:9](=[CH:10][CH:11]=[CH:12][CH:13]=2)[C:8]([C:15]2[C:20]([CH3:21])=[CH:19][N:18]=[C:17]([NH:22][C:23]3[CH:24]=[C:25]([NH2:38])[C:26]([N:31]4[CH2:36][CH2:35][N:34]([CH3:37])[CH2:33][CH2:32]4)=[CH:27][C:28]=3[O:29][CH3:30])[N:16]=2)=[CH:7]1.CCN(C(C)C)C(C)C. The catalyst is C(Cl)Cl.CN(C=O)C.O. The product is [NH:6]1[C:14]2[C:9](=[CH:10][CH:11]=[CH:12][CH:13]=2)[C:8]([C:15]2[C:20]([CH3:21])=[CH:19][N:18]=[C:17]([NH:22][C:23]3[C:28]([O:29][CH3:30])=[CH:27][C:26]([N:31]4[CH2:32][CH2:33][N:34]([CH3:37])[CH2:35][CH2:36]4)=[C:25]([NH:38][C:1](=[O:4])[CH:2]=[CH2:3])[CH:24]=3)[N:16]=2)=[CH:7]1. The yield is 0.150.